This data is from Reaction yield outcomes from USPTO patents with 853,638 reactions. The task is: Predict the reaction yield, written as a fraction of the theoretical maximum amount of product (1.0 means a 100% yield; for example, 0.34 means a 34% yield). (1) The product is [NH2:31][C:14]([CH3:32])([CH2:13][CH2:12][C:11]([F:17])([F:16])[F:10])[C:27]#[N:28]. The catalyst is N.C(OCC)C.CC(C)=O. The yield is 0.920. The reactants are FC(F)(F)CCC(=O)C.[F:10][C:11]([F:17])([F:16])[CH2:12][CH2:13][CH:14]=O.FC(F)(F)CCC(O)=O.[C-:27]#[N:28].[Na+].[Cl-].[NH4+:31].[CH3:32]O. (2) The reactants are [CH2:1]([O:8][C:9]([NH:11][C@H:12]1[CH2:17][CH2:16][CH2:15][C@@H:14]([C:18]([O:20]CC)=[O:19])[CH2:13]1)=[O:10])[C:2]1[CH:7]=[CH:6][CH:5]=[CH:4][CH:3]=1.[Li+].[OH-].CCCCCCC. The catalyst is C1COCC1.O. The product is [CH2:1]([O:8][C:9]([NH:11][C@H:12]1[CH2:17][CH2:16][CH2:15][C@@H:14]([C:18]([OH:20])=[O:19])[CH2:13]1)=[O:10])[C:2]1[CH:3]=[CH:4][CH:5]=[CH:6][CH:7]=1. The yield is 0.440. (3) The reactants are [C:1]([N:9]=[C:10]=[S:11])(=[O:8])[C:2]1[CH:7]=[CH:6][CH:5]=[CH:4][CH:3]=1.[CH:12]1([CH2:15][NH2:16])[CH2:14][CH2:13]1. The catalyst is C(Cl)(Cl)Cl. The product is [C:1]([NH:9][C:10]([NH:16][CH2:15][CH:12]1[CH2:14][CH2:13]1)=[S:11])(=[O:8])[C:2]1[CH:7]=[CH:6][CH:5]=[CH:4][CH:3]=1. The yield is 1.00.